This data is from Reaction yield outcomes from USPTO patents with 853,638 reactions. The task is: Predict the reaction yield, written as a fraction of the theoretical maximum amount of product (1.0 means a 100% yield; for example, 0.34 means a 34% yield). (1) The reactants are [C:1]1([CH2:7][CH2:8][C@H:9]([C:11]2[CH:16]=[CH:15][CH:14]=[C:13]([O:17][CH2:18][C:19]([O:21][C:22]([CH3:25])([CH3:24])[CH3:23])=[O:20])[CH:12]=2)[OH:10])[CH:6]=[CH:5][CH:4]=[CH:3][CH:2]=1.[O:26]=[C:27]([N:35]1[CH2:40][CH2:39][CH2:38][CH2:37][C@H:36]1[C:41](O)=[O:42])[C:28](=[O:34])[C:29]([CH3:33])([CH3:32])[CH2:30][CH3:31].C1(N=C=NC2CCCCC2)CCCCC1. The catalyst is C(Cl)Cl.CN(C)C1C=CN=CC=1. The product is [CH3:32][C:29]([CH3:33])([CH2:30][CH3:31])[C:28](=[O:34])[C:27]([N:35]1[CH2:40][CH2:39][CH2:38][CH2:37][C@H:36]1[C:41]([O:10][C@@H:9]([C:11]1[CH:16]=[CH:15][CH:14]=[C:13]([O:17][CH2:18][C:19]([O:21][C:22]([CH3:25])([CH3:24])[CH3:23])=[O:20])[CH:12]=1)[CH2:8][CH2:7][C:1]1[CH:2]=[CH:3][CH:4]=[CH:5][CH:6]=1)=[O:42])=[O:26]. The yield is 0.820. (2) The reactants are C(N(C(C)C)CC)(C)C.[NH:10]1[CH2:19][CH2:18][CH:13]([C:14]([O:16][CH3:17])=[O:15])[CH2:12][CH2:11]1.[N+:20]([C:23]1[CH:28]=[CH:27][C:26]([S:29](Cl)(=[O:31])=[O:30])=[CH:25][CH:24]=1)([O-:22])=[O:21]. The catalyst is C1COCC1. The product is [CH3:17][O:16][C:14]([CH:13]1[CH2:18][CH2:19][N:10]([S:29]([C:26]2[CH:25]=[CH:24][C:23]([N+:20]([O-:22])=[O:21])=[CH:28][CH:27]=2)(=[O:30])=[O:31])[CH2:11][CH2:12]1)=[O:15]. The yield is 1.00. (3) The reactants are C(O)(=O)/C=C/C(O)=O.[Cl:9][C:10]1[CH:11]=[C:12]([CH:16]2[CH2:21][CH2:20][CH2:19][NH:18][CH2:17]2)[CH:13]=[CH:14][CH:15]=1.[CH:22]([C:24]1[CH:39]=[CH:38][C:27]([O:28][C:29]2[CH:37]=[CH:36][C:32]([C:33]([NH2:35])=[O:34])=[CH:31][N:30]=2)=[CH:26][CH:25]=1)=O.C(O[BH-](OC(=O)C)OC(=O)C)(=O)C.[Na+].C(O)(=O)C. The catalyst is ClCCCl. The product is [Cl:9][C:10]1[CH:11]=[C:12]([CH:16]2[CH2:21][CH2:20][CH2:19][N:18]([CH2:22][C:24]3[CH:39]=[CH:38][C:27]([O:28][C:29]4[CH:37]=[CH:36][C:32]([C:33]([NH2:35])=[O:34])=[CH:31][N:30]=4)=[CH:26][CH:25]=3)[CH2:17]2)[CH:13]=[CH:14][CH:15]=1. The yield is 0.700. (4) The yield is 0.680. The product is [N+:1]([C:4]1[CH:5]=[C:6]([CH2:7][OH:8])[CH:10]=[C:11]([C:13]2[O:14][C:15]3[C:16]([N:21]=2)=[N:17][CH:18]=[CH:19][CH:20]=3)[CH:12]=1)([O-:3])=[O:2]. The reactants are [N+:1]([C:4]1[CH:5]=[C:6]([CH:10]=[C:11]([C:13]2[O:14][C:15]3[C:16]([N:21]=2)=[N:17][CH:18]=[CH:19][CH:20]=3)[CH:12]=1)[C:7](O)=[O:8])([O-:3])=[O:2].CN1CCOCC1.ClC(OCC(C)C)=O.[BH4-].[Na+]. The catalyst is C1COCC1.O. (5) No catalyst specified. The yield is 0.830. The product is [NH:8]1[C:12]2[CH:13]=[CH:14][CH:15]=[CH:16][C:11]=2[N:10]=[C:9]1[CH2:17][N:18]([CH2:29][CH2:30][N:31]1[CH:35]=[CH:34][N:33]=[CH:32]1)[CH:19]1[C:28]2[N:27]=[CH:26][CH:25]=[CH:24][C:23]=2[CH2:22][CH2:21][CH2:20]1. The reactants are C(OC([N:8]1[C:12]2[CH:13]=[CH:14][CH:15]=[CH:16][C:11]=2[N:10]=[C:9]1[CH2:17][N:18]([CH2:29][CH2:30][N:31]1[CH:35]=[CH:34][N:33]=[CH:32]1)[CH:19]1[C:28]2[N:27]=[CH:26][CH:25]=[CH:24][C:23]=2[CH2:22][CH2:21][CH2:20]1)=O)(C)(C)C.C(O)(C(F)(F)F)=O.C(Cl)Cl. (6) The reactants are [F:1][C:2]1[CH:7]=[CH:6][CH:5]=[CH:4][C:3]=1[C:8]1[CH:16]=[CH:15][CH:14]=[C:13]2[C:9]=1[CH2:10][C:11](=[O:17])[NH:12]2.[N:18]1([CH2:23][CH2:24][NH:25][C:26]([C:28]2[C:32]([CH3:33])=[C:31]([CH:34]=O)[NH:30][C:29]=2[CH3:36])=[O:27])[CH2:22][CH2:21][CH2:20][CH2:19]1. The catalyst is C(O)C.N1CCCCC1. The product is [N:18]1([CH2:23][CH2:24][NH:25][C:26]([C:28]2[C:32]([CH3:33])=[C:31]([CH:34]=[C:10]3[C:9]4[C:13](=[CH:14][CH:15]=[CH:16][C:8]=4[C:3]4[CH:4]=[CH:5][CH:6]=[CH:7][C:2]=4[F:1])[NH:12][C:11]3=[O:17])[NH:30][C:29]=2[CH3:36])=[O:27])[CH2:22][CH2:21][CH2:20][CH2:19]1. The yield is 0.530. (7) The product is [F:27][C:24]1[CH:25]=[CH:26][C:21]([C:13]2[C:12]([CH2:11][O:10][C:7]3[CH:8]=[CH:9][C:4]([C:3]([NH:57][CH2:56][C:55]([F:59])([F:58])[F:54])=[O:28])=[CH:5][N:6]=3)=[C:16]([C:17]([F:18])([F:19])[F:20])[O:15][N:14]=2)=[CH:22][CH:23]=1. The yield is 0.980. No catalyst specified. The reactants are CO[C:3](=[O:28])[C:4]1[CH:9]=[CH:8][C:7]([O:10][CH2:11][C:12]2[C:13]([C:21]3[CH:26]=[CH:25][C:24]([F:27])=[CH:23][CH:22]=3)=[N:14][O:15][C:16]=2[C:17]([F:20])([F:19])[F:18])=[N:6][CH:5]=1.COC(=O)C1C=CC(OCC2C(C3C=CC=C(F)C=3)=NOC=2C)=NC=1.[F:54][C:55]([F:59])([F:58])[CH2:56][NH2:57]. (8) The reactants are [C:1]12([CH2:11][C:12]([NH:14][C:15]3[C:16]4[CH2:24][CH2:23][NH:22][CH2:21][C:17]=4[N:18]=[CH:19][N:20]=3)=[O:13])[CH2:10][CH:5]3[CH2:6][CH:7]([CH2:9][CH:3]([CH2:4]3)[CH2:2]1)[CH2:8]2.Br[CH2:26][CH2:27][CH2:28][OH:29].CCN(C(C)C)C(C)C. The product is [C:1]12([CH2:11][C:12]([NH:14][C:15]3[C:16]4[CH2:24][CH2:23][N:22]([CH2:26][CH2:27][CH2:28][OH:29])[CH2:21][C:17]=4[N:18]=[CH:19][N:20]=3)=[O:13])[CH2:2][CH:3]3[CH2:4][CH:5]([CH2:6][CH:7]([CH2:9]3)[CH2:8]1)[CH2:10]2. The catalyst is CCO. The yield is 0.170.